From a dataset of Catalyst prediction with 721,799 reactions and 888 catalyst types from USPTO. Predict which catalyst facilitates the given reaction. (1) Reactant: [Cl:1][C:2]1[CH:3]=[C:4]([NH:10][C@H:11]2[CH2:15][CH2:14][N:13](C(OC(C)(C)C)=O)[CH2:12]2)[CH:5]=[CH:6][C:7]=1[C:8]#[N:9].C(O)(C(F)(F)F)=O.C1(C)C=CC=CC=1. Product: [Cl:1][C:2]1[CH:3]=[C:4]([NH:10][C@H:11]2[CH2:15][CH2:14][NH:13][CH2:12]2)[CH:5]=[CH:6][C:7]=1[C:8]#[N:9]. The catalyst class is: 2. (2) Reactant: [NH2:1][CH2:2][C:3]1[CH:8]=[N:7][C:6]([CH3:9])=[CH:5][N:4]=1.[S:10]1[CH2:16][C:14](=[O:15])[NH:13][C:11]1=S.CCN(C(C)C)C(C)C. Product: [CH3:9][C:6]1[N:7]=[CH:8][C:3]([CH2:2][NH:1][C:11]2[S:10][CH2:16][C:14](=[O:15])[N:13]=2)=[N:4][CH:5]=1. The catalyst class is: 10. (3) Reactant: Cl[C:2]1[N:11]([C:12]2[CH:17]=[C:16]([C:18]([F:21])([F:20])[F:19])[CH:15]=[CH:14][C:13]=2[O:22][CH3:23])[CH:10]([CH2:24][C:25]([O:27][CH3:28])=[O:26])[C:9]2[C:4](=[C:5]([F:29])[CH:6]=[CH:7][CH:8]=2)[N:3]=1.[CH3:30][O:31][C:32]1[CH:33]=[C:34]([N:38]2[CH2:43][CH2:42][NH:41][CH2:40][CH2:39]2)[CH:35]=[CH:36][CH:37]=1.C1CCN2C(=NCCC2)CC1. Product: [F:29][C:5]1[CH:6]=[CH:7][CH:8]=[C:9]2[C:4]=1[N:3]=[C:2]([N:41]1[CH2:40][CH2:39][N:38]([C:34]3[CH:35]=[CH:36][CH:37]=[C:32]([O:31][CH3:30])[CH:33]=3)[CH2:43][CH2:42]1)[N:11]([C:12]1[CH:17]=[C:16]([C:18]([F:21])([F:20])[F:19])[CH:15]=[CH:14][C:13]=1[O:22][CH3:23])[CH:10]2[CH2:24][C:25]([O:27][CH3:28])=[O:26]. The catalyst class is: 872. (4) Reactant: Br[C:2]1[C:3]2[N:4]([CH:9]=[CH:10][N:11]=2)[N:5]=[C:6]([Cl:8])[CH:7]=1.[NH2:12][C:13]1[CH:25]=[CH:24][C:16]([C:17]([O:19][C:20]([CH3:23])([CH3:22])[CH3:21])=[O:18])=[CH:15][CH:14]=1.CN(C=O)C.CC(C)([O-])C.[K+]. Product: [Cl:8][C:6]1[CH:7]=[C:2]([NH:12][C:13]2[CH:25]=[CH:24][C:16]([C:17]([O:19][C:20]([CH3:21])([CH3:22])[CH3:23])=[O:18])=[CH:15][CH:14]=2)[C:3]2[N:4]([CH:9]=[CH:10][N:11]=2)[N:5]=1. The catalyst class is: 1. (5) Reactant: Cl[C:2]1[N:7]=[C:6]([S:8][CH3:9])[CH:5]=[CH:4][N:3]=1.[NH2:10][C:11]1[CH:12]=[C:13]([C:18]2[S:22][C:21]([N:23]3[CH2:29][CH2:28][CH2:27][NH:26][C:25](=[O:30])[CH2:24]3)=[N:20][CH:19]=2)[CH:14]=[C:15]([CH3:17])[CH:16]=1.C1(P(C2CCCCC2)C2C=CC=CC=2C2C(C(C)C)=CC(C(C)C)=CC=2C(C)C)CCCCC1.C(=O)([O-])[O-].[K+].[K+]. Product: [CH3:17][C:15]1[CH:14]=[C:13]([C:18]2[S:22][C:21]([N:23]3[CH2:29][CH2:28][CH2:27][NH:26][C:25](=[O:30])[CH2:24]3)=[N:20][CH:19]=2)[CH:12]=[C:11]([NH:10][C:2]2[N:7]=[C:6]([S:8][CH3:9])[CH:5]=[CH:4][N:3]=2)[CH:16]=1. The catalyst class is: 110. (6) Reactant: [C:1]([C:5]1[CH:6]=[C:7]([NH:21][C:22]([NH:24][C:25]2[CH:30]=[CH:29][C:28]([O:31][C:32]3[CH:37]=[CH:36][N:35]=[CH:34][CH:33]=3)=[CH:27][CH:26]=2)=[O:23])[N:8]([C:10]2[CH:15]=[CH:14][CH:13]=[C:12]([NH:16][CH2:17][CH2:18][CH2:19][OH:20])[CH:11]=2)[N:9]=1)([CH3:4])([CH3:3])[CH3:2].[CH3:38][N:39]([CH3:44])[S:40](Cl)(=[O:42])=[O:41].CCN(C(C)C)C(C)C. Product: [C:1]([C:5]1[CH:6]=[C:7]([NH:21][C:22]([NH:24][C:25]2[CH:26]=[CH:27][C:28]([O:31][C:32]3[CH:33]=[CH:34][N:35]=[CH:36][CH:37]=3)=[CH:29][CH:30]=2)=[O:23])[N:8]([C:10]2[CH:15]=[CH:14][CH:13]=[C:12]([N:16]([S:40]([N:39]([CH3:44])[CH3:38])(=[O:42])=[O:41])[CH2:17][CH2:18][CH2:19][OH:20])[CH:11]=2)[N:9]=1)([CH3:4])([CH3:2])[CH3:3]. The catalyst class is: 1. (7) Reactant: [Cl:1][C:2]1[N:7]([CH2:8][C:9]([OH:11])=O)[C:6](=[O:12])[C:5]([NH:13][CH2:14][C:15]([F:23])([F:22])[C:16]2[CH:21]=[CH:20][CH:19]=[CH:18][N:17]=2)=[N:4][CH:3]=1.C(O)(=O)C(O)=O.[C:30]([N:49]1[CH:53]=[C:52]([C:54]2[CH:61]=[CH:60][CH:59]=[CH:58][C:55]=2[CH2:56][NH2:57])[N:51]=[CH:50]1)([C:43]1[CH:48]=[CH:47][CH:46]=[CH:45][CH:44]=1)([C:37]1[CH:42]=[CH:41][CH:40]=[CH:39][CH:38]=1)[C:31]1[CH:36]=[CH:35][CH:34]=[CH:33][CH:32]=1.Cl.CN(C)CCCN=C=NCC.ON1C2N=CC=CC=2N=N1.C(N(C(C)C)CC)(C)C. Product: [Cl:1][C:2]1[N:7]([CH2:8][C:9]([NH:57][CH2:56][C:55]2[CH:58]=[CH:59][CH:60]=[CH:61][C:54]=2[C:52]2[N:51]=[CH:50][N:49]([C:30]([C:43]3[CH:48]=[CH:47][CH:46]=[CH:45][CH:44]=3)([C:37]3[CH:38]=[CH:39][CH:40]=[CH:41][CH:42]=3)[C:31]3[CH:36]=[CH:35][CH:34]=[CH:33][CH:32]=3)[CH:53]=2)=[O:11])[C:6](=[O:12])[C:5]([NH:13][CH2:14][C:15]([F:23])([F:22])[C:16]2[CH:21]=[CH:20][CH:19]=[CH:18][N:17]=2)=[N:4][CH:3]=1. The catalyst class is: 35.